Dataset: Full USPTO retrosynthesis dataset with 1.9M reactions from patents (1976-2016). Task: Predict the reactants needed to synthesize the given product. (1) Given the product [C:1]1([C:7]2[CH:24]=[N:25][O:9][C:8]=2[C:10]2[C:18]3[C:13](=[N:14][CH:15]=[CH:16][CH:17]=3)[NH:12][CH:11]=2)[CH:2]=[CH:3][CH:4]=[CH:5][CH:6]=1, predict the reactants needed to synthesize it. The reactants are: [C:1]1([CH2:7][C:8]([C:10]2[C:18]3[C:13](=[N:14][CH:15]=[CH:16][CH:17]=3)[NH:12][CH:11]=2)=[O:9])[CH:6]=[CH:5][CH:4]=[CH:3][CH:2]=1.C(O[CH:24](N(C)C)[N:25](C)C)(C)(C)C.Cl.NO.C([O-])(=O)C.[Na+].C([O-])(O)=O.[Na+]. (2) The reactants are: [Br:1][C:2]1[CH:3]=[C:4]([CH:19]=[CH:20][C:21]=1F)[C:5]([NH:7][C:8]1[CH:13]=[CH:12][C:11]([O:14][C:15]([Cl:18])([F:17])[F:16])=[CH:10][CH:9]=1)=[O:6].Cl.Cl.[NH2:25][C@H:26]1[CH2:30][NH:29][CH2:28][C@@H:27]1[OH:31].C([O-])([O-])=O.[Na+].[Na+]. Given the product [NH2:25][C@@H:26]1[C@@H:27]([OH:31])[CH2:28][N:29]([C:21]2[CH:20]=[CH:19][C:4]([C:5]([NH:7][C:8]3[CH:13]=[CH:12][C:11]([O:14][C:15]([Cl:18])([F:17])[F:16])=[CH:10][CH:9]=3)=[O:6])=[CH:3][C:2]=2[Br:1])[CH2:30]1, predict the reactants needed to synthesize it. (3) Given the product [C:35]([C:34]1[CH:38]=[CH:39][C:40]2[NH:41][C:11]([C:9]3[CH:10]=[C:5]([C:3]([OH:2])=[O:4])[CH:6]=[C:7]([C:21]4[CH:26]=[C:25]([F:27])[CH:24]=[CH:23][C:22]=4[OH:28])[C:8]=3[OH:13])=[N:31][C:32]=2[CH:33]=1)(=[NH:36])[NH2:37], predict the reactants needed to synthesize it. The reactants are: C[O:2][C:3]([C:5]1[CH:6]=[C:7]([C:21]2[CH:26]=[C:25]([F:27])[CH:24]=[CH:23][C:22]=2[O:28]C)[C:8]([O:13]CC2C=CC=CC=2)=[C:9]([CH:11]=O)[CH:10]=1)=[O:4].Cl.[NH2:31][C:32]1[CH:33]=[C:34]([CH:38]=[CH:39][C:40]=1[NH2:41])[C:35]([NH2:37])=[NH:36]. (4) Given the product [I:1][C:2]1[CH:3]=[C:4]([CH2:8][C:9]([O:11][CH2:12][CH3:13])=[O:10])[CH:5]=[CH:6][CH:7]=1, predict the reactants needed to synthesize it. The reactants are: [I:1][C:2]1[CH:3]=[C:4]([CH2:8][C:9]([OH:11])=[O:10])[CH:5]=[CH:6][CH:7]=1.[C:12](Cl)(=O)[C:13](Cl)=O.CN(C=O)C. (5) Given the product [CH3:14][CH2:15][N:10]([CH:7]([CH3:6])[CH3:2])[CH:11]([CH3:12])[CH3:17], predict the reactants needed to synthesize it. The reactants are: C(Cl)(=O)[C:2]1[CH:7]=[CH:6]C=CC=1.[N:10]1[CH:15]=[CH:14]C=[CH:12][CH:11]=1.Cl[CH2:17]Cl.